Task: Predict the reaction yield, written as a fraction of the theoretical maximum amount of product (1.0 means a 100% yield; for example, 0.34 means a 34% yield).. Dataset: Reaction yield outcomes from USPTO patents with 853,638 reactions (1) The reactants are [CH3:1][C:2]([C:8]1[NH:9][C:10]2[C:15]([CH:16]=1)=[CH:14][C:13]([N+:17]([O-])=O)=[CH:12][CH:11]=2)([CH3:7])[C:3]([O:5][CH3:6])=[O:4]. The catalyst is [Ni].CO. The product is [NH2:17][C:13]1[CH:14]=[C:15]2[C:10](=[CH:11][CH:12]=1)[NH:9][C:8]([C:2]([CH3:7])([CH3:1])[C:3]([O:5][CH3:6])=[O:4])=[CH:16]2. The yield is 0.380. (2) The reactants are [N:1]([C:4]1[CH:8]([O:9][CH2:10][CH3:11])[O:7][C:6](=[O:12])[CH:5]=1)=[N+]=[N-].[C:13]1([P:19]([C:26]2[CH:31]=[CH:30][CH:29]=[CH:28][CH:27]=2)[C:20]2[CH:25]=[CH:24][CH:23]=[CH:22][CH:21]=2)[CH:18]=[CH:17][CH:16]=[CH:15][CH:14]=1. The catalyst is C1(C)C=CC=CC=1.C(OCC)(=O)C. The product is [C:26]1([P:19](=[N:1][C:4]2[CH:8]([O:9][CH2:10][CH3:11])[O:7][C:6](=[O:12])[CH:5]=2)([C:13]2[CH:14]=[CH:15][CH:16]=[CH:17][CH:18]=2)[C:20]2[CH:25]=[CH:24][CH:23]=[CH:22][CH:21]=2)[CH:27]=[CH:28][CH:29]=[CH:30][CH:31]=1. The yield is 0.450.